From a dataset of NCI-60 drug combinations with 297,098 pairs across 59 cell lines. Regression. Given two drug SMILES strings and cell line genomic features, predict the synergy score measuring deviation from expected non-interaction effect. Synergy scores: CSS=10.2, Synergy_ZIP=-3.76, Synergy_Bliss=1.38, Synergy_Loewe=0.851, Synergy_HSA=1.54. Drug 1: CC12CCC(CC1=CCC3C2CCC4(C3CC=C4C5=CN=CC=C5)C)O. Cell line: OVCAR3. Drug 2: C1=CN(C=N1)CC(O)(P(=O)(O)O)P(=O)(O)O.